This data is from Catalyst prediction with 721,799 reactions and 888 catalyst types from USPTO. The task is: Predict which catalyst facilitates the given reaction. (1) Reactant: [ClH:1].[CH2:2]([C:16]1[CH:20]=[CH:19][N:18](C(OC(C)(C)C)=O)[N:17]=1)[CH2:3][C:4]1[CH:8]=[CH:7][N:6](C(OC(C)(C)C)=O)[N:5]=1. Product: [ClH:1].[ClH:1].[NH:18]1[CH:19]=[CH:20][C:16]([CH2:2][CH2:3][C:4]2[CH:8]=[CH:7][NH:6][N:5]=2)=[N:17]1. The catalyst class is: 12. (2) Reactant: Cl.[CH2:2]([N:9]1[CH2:14][CH2:13][C:12]([C:17]2[CH:22]=[CH:21][CH:20]=[C:19]([C:23]([F:26])([F:25])[F:24])[CH:18]=2)([C:15]#[N:16])[CH2:11][CH2:10]1)[C:3]1[CH:8]=[CH:7][CH:6]=[CH:5][CH:4]=1.N. Product: [CH2:2]([N:9]1[CH2:14][CH2:13][C:12]([CH2:15][NH2:16])([C:17]2[CH:22]=[CH:21][CH:20]=[C:19]([C:23]([F:26])([F:24])[F:25])[CH:18]=2)[CH2:11][CH2:10]1)[C:3]1[CH:8]=[CH:7][CH:6]=[CH:5][CH:4]=1. The catalyst class is: 94. (3) Reactant: [Cl:1][C:2]1[C:7]([Cl:8])=[C:6]([OH:9])[CH:5]=[CH:4][C:3]=1[CH:10]([CH3:25])[C:11]([C:17]1[CH:18]=[CH:19][C:20](=[O:24])[N:21]([CH3:23])[CH:22]=1)([OH:16])[C:12]([F:15])([F:14])[F:13].[CH2:26]([O:28][C:29](=[O:34])[C:30](Br)([CH3:32])[CH3:31])[CH3:27].[OH-].[Na+].Cl. Product: [CH2:26]([O:28][C:29](=[O:34])[C:30]([O:9][C:6]1[CH:5]=[CH:4][C:3]([CH:10]([CH3:25])[C:11]([OH:16])([C:17]2[CH:18]=[CH:19][C:20](=[O:24])[N:21]([CH3:23])[CH:22]=2)[C:12]([F:15])([F:13])[F:14])=[C:2]([Cl:1])[C:7]=1[Cl:8])([CH3:32])[CH3:31])[CH3:27]. The catalyst class is: 44. (4) The catalyst class is: 54. Product: [Br:1][C:2]1[CH:3]=[C:4]([CH:8]=[C:9]([F:11])[CH:10]=1)[CH2:5][OH:6]. Reactant: [Br:1][C:2]1[CH:3]=[C:4]([CH:8]=[C:9]([F:11])[CH:10]=1)[C:5](O)=[O:6]. (5) Reactant: C([O:3][C:4]([C:6]1([CH2:19][CH2:20][CH2:21][NH:22][C:23]2[C:24]([CH3:40])=[N:25][C:26]([N:29]3[CH2:33][CH2:32][C@@H:31]([N:34]4[CH2:38][CH2:37][CH2:36][C@@H:35]4[CH3:39])[CH2:30]3)=[CH:27][CH:28]=2)[CH2:11][CH2:10][N:9]([C:12]([O:14][C:15]([CH3:18])([CH3:17])[CH3:16])=[O:13])[CH2:8][CH2:7]1)=O)C. Product: [C:15]([O:14][C:12]([N:9]1[CH2:8][CH2:7][C:6]2([C:4](=[O:3])[N:22]([C:23]3[C:24]([CH3:40])=[N:25][C:26]([N:29]4[CH2:33][CH2:32][C@@H:31]([N:34]5[CH2:38][CH2:37][CH2:36][C@@H:35]5[CH3:39])[CH2:30]4)=[CH:27][CH:28]=3)[CH2:21][CH2:20][CH2:19]2)[CH2:11][CH2:10]1)=[O:13])([CH3:17])([CH3:16])[CH3:18].[NH3:9]. The catalyst class is: 100.